Dataset: Full USPTO retrosynthesis dataset with 1.9M reactions from patents (1976-2016). Task: Predict the reactants needed to synthesize the given product. Given the product [CH:36]1([N:9]2[C:10]3[N:11]=[C:12]([NH:16][C:17]4[CH:18]=[CH:19][C:20]([N:23]5[CH2:24][CH2:25][NH:26][CH2:27][CH2:28]5)=[CH:21][N:22]=4)[N:13]=[CH:14][C:15]=3[C:7]3[CH:6]=[CH:5][N:4]=[C:3]([C:1]#[N:2])[C:8]2=3)[CH2:37][CH2:38][CH2:39][CH2:40]1, predict the reactants needed to synthesize it. The reactants are: [C:1]([C:3]1[C:8]2[N:9]([CH:36]3[CH2:40][CH2:39][CH2:38][CH2:37]3)[C:10]3[N:11]=[C:12]([NH:16][C:17]4[N:22]=[CH:21][C:20]([N:23]5[CH2:28][CH2:27][N:26](C(OC(C)(C)C)=O)[CH2:25][CH2:24]5)=[CH:19][CH:18]=4)[N:13]=[CH:14][C:15]=3[C:7]=2[CH:6]=[CH:5][N:4]=1)#[N:2].Cl.